Dataset: Reaction yield outcomes from USPTO patents with 853,638 reactions. Task: Predict the reaction yield, written as a fraction of the theoretical maximum amount of product (1.0 means a 100% yield; for example, 0.34 means a 34% yield). The reactants are C([O:5][C:6](=[O:26])[CH2:7][O:8][CH2:9][C:10]1[CH:15]=[C:14]([S:16]([N:19]2[CH2:24][CH2:23][CH2:22][CH2:21][CH2:20]2)(=[O:18])=[O:17])[CH:13]=[CH:12][C:11]=1[Cl:25])(C)(C)C. The catalyst is C(O)=O. The product is [Cl:25][C:11]1[CH:12]=[CH:13][C:14]([S:16]([N:19]2[CH2:24][CH2:23][CH2:22][CH2:21][CH2:20]2)(=[O:17])=[O:18])=[CH:15][C:10]=1[CH2:9][O:8][CH2:7][C:6]([OH:26])=[O:5]. The yield is 1.00.